From a dataset of Full USPTO retrosynthesis dataset with 1.9M reactions from patents (1976-2016). Predict the reactants needed to synthesize the given product. Given the product [Cl:10][C:9]1[C:8]([CH2:11][CH2:12][CH2:13][N:14]2[CH2:19][CH2:18][N:17]([CH3:20])[CH2:16][CH2:15]2)=[CH:7][C:4]([C:5]#[N:6])=[CH:3][C:2]=1[NH:1][C:36]1[N:41]=[C:40]([NH:42][CH:52]2[CH2:53][CH2:54]2)[C:39]2=[N:55][CH:56]=[C:57]([C:58]#[N:59])[N:38]2[N:37]=1, predict the reactants needed to synthesize it. The reactants are: [NH2:1][C:2]1[CH:3]=[C:4]([CH:7]=[C:8]([CH2:11][CH2:12][CH2:13][N:14]2[CH2:19][CH2:18][N:17]([CH3:20])[CH2:16][CH2:15]2)[C:9]=1[Cl:10])[C:5]#[N:6].C(O)(C(F)(F)F)=O.NC1C=CC=CC=1.Cl[C:36]1[N:41]=[C:40]([N:42]([CH:52]2[CH2:54][CH2:53]2)CC2C=CC(OC)=CC=2)[C:39]2=[N:55][CH:56]=[C:57]([C:58]#[N:59])[N:38]2[N:37]=1.CC1(C)C2C(=C(P(C3C=CC=CC=3)C3C=CC=CC=3)C=CC=2)OC2C(P(C3C=CC=CC=3)C3C=CC=CC=3)=CC=CC1=2.C(=O)([O-])[O-].[Cs+].[Cs+].